From a dataset of Catalyst prediction with 721,799 reactions and 888 catalyst types from USPTO. Predict which catalyst facilitates the given reaction. (1) Reactant: [F:1][C:2]1[CH:33]=[CH:32][C:5]2[N:6]=[C:7]([O:9][C:10]3[CH:15]=[CH:14][C:13]([C:16]4[CH:20]=[C:19]([C:21]([NH:23][CH:24]([CH:29]([CH3:31])[CH3:30])[C:25]([O:27]C)=[O:26])=[O:22])[O:18][N:17]=4)=[CH:12][CH:11]=3)[S:8][C:4]=2[CH:3]=1.O.[OH-].[Li+].Cl. Product: [F:1][C:2]1[CH:33]=[CH:32][C:5]2[N:6]=[C:7]([O:9][C:10]3[CH:11]=[CH:12][C:13]([C:16]4[CH:20]=[C:19]([C:21]([NH:23][CH:24]([CH:29]([CH3:31])[CH3:30])[C:25]([OH:27])=[O:26])=[O:22])[O:18][N:17]=4)=[CH:14][CH:15]=3)[S:8][C:4]=2[CH:3]=1. The catalyst class is: 1. (2) The catalyst class is: 47. Product: [Br:3][C:4]1[CH:11]=[CH:10][C:7]([C:8]([OH:14])=[O:9])=[C:6]([F:12])[CH:5]=1. Reactant: OO.[Br:3][C:4]1[CH:11]=[CH:10][C:7]([CH:8]=[O:9])=[C:6]([F:12])[CH:5]=1.Cl([O-])=[O:14].[Na+].OS([O-])(=O)=O.[K+]. (3) Reactant: C(Cl)CCl.[CH3:5][S:6]([C:9]1[CH:10]=[C:11]([C:21]([OH:23])=O)[C:12]([C:15]2[CH:20]=[CH:19][CH:18]=[CH:17][CH:16]=2)=[CH:13][CH:14]=1)(=[O:8])=[O:7].[F:24][C:25]1[CH:26]=[C:27]([C:37](=[O:39])[CH3:38])[CH:28]=[CH:29][C:30]=1[N:31]1[CH2:36][CH2:35][NH:34][CH2:33][CH2:32]1.N1CCNCC1.CCN(CC)CC. Product: [F:24][C:25]1[CH:26]=[C:27]([C:37](=[O:39])[CH3:38])[CH:28]=[CH:29][C:30]=1[N:31]1[CH2:36][CH2:35][N:34]([C:21]([C:11]2[CH:10]=[C:9]([S:6]([CH3:5])(=[O:7])=[O:8])[CH:14]=[CH:13][C:12]=2[C:15]2[CH:16]=[CH:17][CH:18]=[CH:19][CH:20]=2)=[O:23])[CH2:33][CH2:32]1. The catalyst class is: 34. (4) Reactant: [NH2:1][C:2]1[CH:7]=[CH:6][C:5]([N:8]2[CH2:13][CH2:12][N:11]([C:14](=[O:29])[CH2:15][NH:16][C:17]([C:19]3[CH:20]=[C:21]([O:25][C:26](=[O:28])[CH3:27])[CH:22]=[CH:23][CH:24]=3)=[O:18])[CH2:10][CH2:9]2)=[CH:4][CH:3]=1.[CH:30]1[C:39]2[C:34](=[CH:35][CH:36]=[CH:37][CH:38]=2)[CH:33]=[CH:32][C:31]=1[C:40](O)=[O:41].C1CN([P+](ON2N=NC3C=CC=CC2=3)(N2CCCC2)N2CCCC2)CC1.F[P-](F)(F)(F)(F)F.C(N(C(C)C)C(C)C)C. Product: [CH:30]1[C:39]2[C:34](=[CH:35][CH:36]=[CH:37][CH:38]=2)[CH:33]=[CH:32][C:31]=1[C:40]([NH:1][C:2]1[CH:7]=[CH:6][C:5]([N:8]2[CH2:9][CH2:10][N:11]([C:14](=[O:29])[CH2:15][NH:16][C:17]([C:19]3[CH:20]=[C:21]([O:25][C:26](=[O:28])[CH3:27])[CH:22]=[CH:23][CH:24]=3)=[O:18])[CH2:12][CH2:13]2)=[CH:4][CH:3]=1)=[O:41]. The catalyst class is: 3. (5) Reactant: [H-].[Al+3].[Li+].[H-].[H-].[H-].[N:7]1([CH2:13][CH2:14][CH2:15][C:16]#[N:17])[CH2:12][CH2:11][O:10][CH2:9][CH2:8]1.O. Product: [N:7]1([CH2:13][CH2:14][CH2:15][CH2:16][NH2:17])[CH2:12][CH2:11][O:10][CH2:9][CH2:8]1. The catalyst class is: 28. (6) Reactant: [OH:1][C:2]1[CH:3]=[C:4]([C:8](=[O:41])[CH2:9][N:10]2[C:19](=[O:20])[C:18]3[N:17]([CH2:21][CH:22]=[C:23]([CH3:25])[CH3:24])[C:16]([N:26]4[CH2:31][CH2:30][CH2:29][CH:28]([NH:32][C:33]([O:35][C:36]([CH3:39])([CH3:38])[CH3:37])=[O:34])[CH2:27]4)=[N:15][C:14]=3[N:13]([CH3:40])[C:11]2=[O:12])[CH:5]=[CH:6][CH:7]=1.[C:42]1(OB(O)O)[CH:47]=[CH:46][CH:45]=[CH:44][CH:43]=1.N1C=CC=CC=1. Product: [C:42]1([O:1][C:2]2[CH:3]=[C:4]([C:8](=[O:41])[CH2:9][N:10]3[C:19](=[O:20])[C:18]4[N:17]([CH2:21][CH:22]=[C:23]([CH3:25])[CH3:24])[C:16]([N:26]5[CH2:31][CH2:30][CH2:29][CH:28]([NH:32][C:33]([O:35][C:36]([CH3:39])([CH3:38])[CH3:37])=[O:34])[CH2:27]5)=[N:15][C:14]=4[N:13]([CH3:40])[C:11]3=[O:12])[CH:5]=[CH:6][CH:7]=2)[CH:47]=[CH:46][CH:45]=[CH:44][CH:43]=1. The catalyst class is: 2. (7) Reactant: [F:1][C:2]1[CH:34]=[CH:33][C:5]([CH2:6][N:7]2[C:16](=[O:17])[C:15]([C:18]3[NH:23][C:22]4[S:24][CH:25]=[C:26]([CH2:27]O)[C:21]=4[S:20](=[O:30])(=[O:29])[N:19]=3)=[C:14]([OH:31])[C@H:13]3[C@@H:8]2[C@H:9]2[CH2:32][C@@H:12]3[CH2:11][CH2:10]2)=[CH:4][CH:3]=1.N12CCCN=C1CCCCC2.C1(P([N:60]=[N+:61]=[N-:62])(C2C=CC=CC=2)=O)C=CC=CC=1. Product: [N:60]([CH2:27][C:26]1[C:21]2[S:20](=[O:29])(=[O:30])[N:19]=[C:18]([C:15]3[C:16](=[O:17])[N:7]([CH2:6][C:5]4[CH:33]=[CH:34][C:2]([F:1])=[CH:3][CH:4]=4)[C@@H:8]4[C@H:13]([C:14]=3[OH:31])[C@@H:12]3[CH2:32][C@H:9]4[CH2:10][CH2:11]3)[NH:23][C:22]=2[S:24][CH:25]=1)=[N+:61]=[N-:62]. The catalyst class is: 4.